The task is: Predict the product of the given reaction.. This data is from Forward reaction prediction with 1.9M reactions from USPTO patents (1976-2016). (1) Given the reactants Br[C:2]1[CH:3]=[C:4]2[C:9](=[CH:10][CH:11]=1)[N:8]=[C:7]([CH3:12])[CH:6]=[CH:5]2.[C:13]1(B(O)O)[CH:18]=[CH:17][CH:16]=[CH:15][CH:14]=1.C(=O)([O-])[O-].[Na+].[Na+], predict the reaction product. The product is: [CH3:12][C:7]1[CH:6]=[CH:5][C:4]2[C:9](=[CH:10][CH:11]=[C:2]([C:13]3[CH:18]=[CH:17][CH:16]=[CH:15][CH:14]=3)[CH:3]=2)[N:8]=1. (2) Given the reactants [Br:1][C:2]1[CH:3]=[C:4]([SH:8])[CH:5]=[CH:6][CH:7]=1.C([O-])([O-])=O.[K+].[K+].Br[CH2:16][CH2:17][CH3:18], predict the reaction product. The product is: [Br:1][C:2]1[CH:7]=[CH:6][CH:5]=[C:4]([S:8][CH2:16][CH2:17][CH3:18])[CH:3]=1. (3) Given the reactants [Cl:1][C:2]1[C:3]([O:23][CH:24]([CH3:26])[CH3:25])=[C:4](/[C:17](/[CH3:22])=[C:18](/[F:21])\[CH2:19][OH:20])[CH:5]=[C:6]2[C:11]=1[O:10][C:9]([CH3:13])([CH3:12])[CH:8]=[C:7]2[CH:14]([CH3:16])[CH3:15].C([N+](CCC)(CCC)CCC)CC.C[N+]1([O-])CCOCC1, predict the reaction product. The product is: [Cl:1][C:2]1[C:3]([O:23][CH:24]([CH3:26])[CH3:25])=[C:4](/[C:17](/[CH3:22])=[C:18](/[F:21])\[CH:19]=[O:20])[CH:5]=[C:6]2[C:11]=1[O:10][C:9]([CH3:12])([CH3:13])[CH:8]=[C:7]2[CH:14]([CH3:16])[CH3:15].